The task is: Predict which catalyst facilitates the given reaction.. This data is from Catalyst prediction with 721,799 reactions and 888 catalyst types from USPTO. (1) Reactant: NC1[CH:3]=[CH:4][CH:5]=[C:6]2[C:11]=1[CH2:10][C@H:9]([OH:12])[CH2:8][CH2:7]2.Cl.CN(C)[CH2:16][CH2:17][CH2:18][N:19]=[C:20]=NCC.O.[OH:26]N1C2C=CC=CC=2N=N1.[F:36][C:37]([F:48])([F:47])[C:38]1C=C[C:41](C(O)=O)=[CH:40][CH:39]=1. Product: [OH:12][C@H:9]1[CH2:10][C:11]2[C:20]([NH:19][C:18](=[O:26])[C:17]3[CH:16]=[CH:41][CH:40]=[CH:39][C:38]=3[C:37]([F:48])([F:47])[F:36])=[CH:3][CH:4]=[CH:5][C:6]=2[CH2:7][CH2:8]1. The catalyst class is: 9. (2) Reactant: [H-].[Na+].Cl[CH2:4][CH2:5][S:6](Cl)(=[O:8])=[O:7].[Cl:10][C:11]1[CH:12]=[C:13]([C:18]2[CH:23]=[CH:22][C:21]([O:24][C:25]3[CH:30]=[CH:29][CH:28]=[CH:27][CH:26]=3)=[CH:20][CH:19]=2)[C:14]([NH2:17])=[N:15][CH:16]=1.O. Product: [Cl:10][C:11]1[CH:12]=[C:13]([C:18]2[CH:19]=[CH:20][C:21]([O:24][C:25]3[CH:26]=[CH:27][CH:28]=[CH:29][CH:30]=3)=[CH:22][CH:23]=2)[C:14]2[N:15]([CH:16]=1)[CH2:4][CH2:5][S:6](=[O:8])(=[O:7])[N:17]=2. The catalyst class is: 1. (3) Reactant: [CH3:1][N:2]1[C:6]([CH3:7])=[C:5]([C:8]([OH:10])=O)[C:4](=[O:11])[N:3]1[C:12]1[CH:17]=[CH:16][CH:15]=[CH:14][CH:13]=1.C(N(CC)C(C)C)(C)C.CN(C(ON1N=NC2C=CC=NC1=2)=[N+](C)C)C.F[P-](F)(F)(F)(F)F.[NH2:51][C:52]1[CH:57]=[CH:56][C:55]([C:58]2[C:59]([NH2:76])=[N:60][CH:61]=[C:62]([C:64]3[CH:69]=[CH:68][N:67]=[C:66]([N:70]4[CH2:75][CH2:74][O:73][CH2:72][CH2:71]4)[CH:65]=3)[N:63]=2)=[CH:54][CH:53]=1. Product: [NH2:76][C:59]1[C:58]([C:55]2[CH:56]=[CH:57][C:52]([NH:51][C:8]([C:5]3[C:4](=[O:11])[N:3]([C:12]4[CH:17]=[CH:16][CH:15]=[CH:14][CH:13]=4)[N:2]([CH3:1])[C:6]=3[CH3:7])=[O:10])=[CH:53][CH:54]=2)=[N:63][C:62]([C:64]2[CH:69]=[CH:68][N:67]=[C:66]([N:70]3[CH2:75][CH2:74][O:73][CH2:72][CH2:71]3)[CH:65]=2)=[CH:61][N:60]=1. The catalyst class is: 606. (4) Reactant: FC(F)(F)S(O[C:7]1[CH:12]=[CH:11][C:10]([N:13]2[CH:18]=[C:17]([O:19][CH3:20])[C:16](=[O:21])[C:15]([C:22]3[N:26]([C:27]4[CH:32]=[CH:31][CH:30]=[CH:29][CH:28]=4)[N:25]=[CH:24][CH:23]=3)=[N:14]2)=[C:9]([F:33])[CH:8]=1)(=O)=O.[CH3:36][C:37]1[C:41](B(O)O)=[C:40]([CH3:45])[O:39][N:38]=1.C([O-])([O-])=O.[Na+].[Na+].COCCOC. Product: [CH3:36][C:37]1[C:41]([C:7]2[CH:12]=[CH:11][C:10]([N:13]3[CH:18]=[C:17]([O:19][CH3:20])[C:16](=[O:21])[C:15]([C:22]4[N:26]([C:27]5[CH:32]=[CH:31][CH:30]=[CH:29][CH:28]=5)[N:25]=[CH:24][CH:23]=4)=[N:14]3)=[C:9]([F:33])[CH:8]=2)=[C:40]([CH3:45])[O:39][N:38]=1. The catalyst class is: 103. (5) The catalyst class is: 91. Product: [CH3:22][O:20][N:19]([CH3:18])[C:14]([C:9]1([NH:8][C:6](=[O:7])[O:5][C:1]([CH3:2])([CH3:3])[CH3:4])[CH2:10][CH2:11][CH2:12][CH2:13]1)=[O:16]. Reactant: [C:1]([O:5][C:6]([NH:8][C:9]1([C:14]([OH:16])=O)[CH2:13][CH2:12][CH2:11][CH2:10]1)=[O:7])([CH3:4])([CH3:3])[CH3:2].Cl.[CH3:18][N:19](C)[OH:20].[CH3:22]N1CCOCC1.C1CCC(N=C=NC2CCCCC2)CC1. (6) Reactant: [CH3:1][O:2][C:3]([CH:5]1[CH2:10][CH:9]2[CH2:11][CH:6]1[C:7](=[O:12])[O:8]2)=[O:4].[NH2:13][C@H:14]([C:18]([O:20][C:21]([CH3:24])([CH3:23])[CH3:22])=[O:19])[CH2:15][CH2:16][CH3:17].CCN(C(C)C)C(C)C.OC1C=CC=CN=1. Product: [CH3:1][O:2][C:3]([C@@H:5]1[CH2:10][C@@H:9]([OH:8])[CH2:11][C@H:6]1[C:7](=[O:12])[NH:13][C@H:14]([C:18]([O:20][C:21]([CH3:22])([CH3:24])[CH3:23])=[O:19])[CH2:15][CH2:16][CH3:17])=[O:4]. The catalyst class is: 1.